From a dataset of Reaction yield outcomes from USPTO patents with 853,638 reactions. Predict the reaction yield, written as a fraction of the theoretical maximum amount of product (1.0 means a 100% yield; for example, 0.34 means a 34% yield). The reactants are [C:1]([N:20]1[CH:24]=[C:23]([CH:25]=[CH:26][CH2:27][CH2:28][CH2:29][N:30]2[C:38](=[O:39])[C:37]3[C:32](=[CH:33][CH:34]=[CH:35][CH:36]=3)[C:31]2=[O:40])[N:22]=[CH:21]1)([C:14]1[CH:19]=[CH:18][CH:17]=[CH:16][CH:15]=1)([C:8]1[CH:13]=[CH:12][CH:11]=[CH:10][CH:9]=1)[C:2]1[CH:7]=[CH:6][CH:5]=[CH:4][CH:3]=1. The catalyst is [Pd].CO.C1COCC1. The product is [C:1]([N:20]1[CH:24]=[C:23]([CH2:25][CH2:26][CH2:27][CH2:28][CH2:29][N:30]2[C:38](=[O:39])[C:37]3[C:32](=[CH:33][CH:34]=[CH:35][CH:36]=3)[C:31]2=[O:40])[N:22]=[CH:21]1)([C:8]1[CH:13]=[CH:12][CH:11]=[CH:10][CH:9]=1)([C:14]1[CH:15]=[CH:16][CH:17]=[CH:18][CH:19]=1)[C:2]1[CH:7]=[CH:6][CH:5]=[CH:4][CH:3]=1. The yield is 0.480.